From a dataset of Peptide-MHC class I binding affinity with 185,985 pairs from IEDB/IMGT. Regression. Given a peptide amino acid sequence and an MHC pseudo amino acid sequence, predict their binding affinity value. This is MHC class I binding data. (1) The peptide sequence is ISNNHIISK. The MHC is HLA-A25:01 with pseudo-sequence HLA-A25:01. The binding affinity (normalized) is 0.0847. (2) The peptide sequence is TFMGMNVQF. The MHC is BoLA-D18.4 with pseudo-sequence BoLA-D18.4. The binding affinity (normalized) is 0.0641. (3) The peptide sequence is LMFKHLLHP. The MHC is HLA-B08:01 with pseudo-sequence HLA-B08:01. The binding affinity (normalized) is 0.996.